Predict the reactants needed to synthesize the given product. From a dataset of Full USPTO retrosynthesis dataset with 1.9M reactions from patents (1976-2016). (1) Given the product [CH2:12]([C:11]1[CH:10]=[C:9]2[C:4]([CH:5]=[CH:6][N:7]([CH2:19][C:20]3[CH:25]=[CH:24][C:23]([O:26][CH3:27])=[CH:22][CH:21]=3)[C:8]2=[O:18])=[CH:3][C:2]=1[F:1])[CH3:13], predict the reactants needed to synthesize it. The reactants are: [F:1][C:2]1[CH:3]=[C:4]2[C:9](=[CH:10][C:11]=1[C:12]1C=CC=C[CH:13]=1)[C:8](=[O:18])[N:7]([CH2:19][C:20]1[CH:25]=[CH:24][C:23]([O:26][CH3:27])=[CH:22][CH:21]=1)[CH:6]=[CH:5]2.BrC1C=C2C(C=CN(CC3C=CC(OC)=CC=3)C2=O)=CC=1F.C(B(O)O)C. (2) Given the product [C:24]1([CH2:23][CH2:22][CH2:21][CH2:20][CH2:19][CH2:18][CH2:17][C:12]([C:10]2[O:11][C:7]([C:2]3[CH:3]=[CH:4][CH:5]=[CH:6][N:1]=3)=[N:8][N:9]=2)=[O:14])[CH:29]=[CH:28][CH:27]=[CH:26][CH:25]=1, predict the reactants needed to synthesize it. The reactants are: [N:1]1[CH:6]=[CH:5][CH:4]=[CH:3][C:2]=1[C:7]1[O:11][C:10]([C:12]([O:14]C)=O)=[N:9][N:8]=1.Br[CH2:17][CH2:18][CH2:19][CH2:20][CH2:21][CH2:22][CH2:23][C:24]1[CH:29]=[CH:28][CH:27]=[CH:26][CH:25]=1. (3) Given the product [F:1][C:2]1[CH:27]=[CH:26][CH:25]=[C:24]([F:28])[C:3]=1[CH2:4][N:5]1[C:9]2[CH:10]=[CH:11][CH:12]=[C:13]([C:14]([NH2:15])=[O:30])[C:8]=2[N:7]=[C:6]1[C:16]1[C:17]([F:23])=[CH:18][CH:19]=[CH:20][C:21]=1[F:22], predict the reactants needed to synthesize it. The reactants are: [F:1][C:2]1[CH:27]=[CH:26][CH:25]=[C:24]([F:28])[C:3]=1[CH2:4][N:5]1[C:9]2[CH:10]=[CH:11][CH:12]=[C:13]([C:14]#[N:15])[C:8]=2[N:7]=[C:6]1[C:16]1[C:21]([F:22])=[CH:20][CH:19]=[CH:18][C:17]=1[F:23].C([O-])([O-])=[O:30].[Na+].[Na+].OO. (4) Given the product [CH3:17][O:18][C:19]1[CH:20]=[CH:21][C:22]([O:27][C:2]2[CH:11]=[CH:10][N:9]=[C:8]3[C:3]=2[C:4]2[CH:16]=[CH:15][CH:14]=[CH:13][C:5]=2[C:6](=[O:12])[NH:7]3)=[CH:23][CH:24]=1, predict the reactants needed to synthesize it. The reactants are: Cl[C:2]1[CH:11]=[CH:10][N:9]=[C:8]2[C:3]=1[C:4]1[CH:16]=[CH:15][CH:14]=[CH:13][C:5]=1[C:6](=[O:12])[NH:7]2.[CH3:17][O:18][C:19]1[CH:20]=[C:21](O)[CH:22]=[CH:23][CH:24]=1.C(=O)([O-])[O-:27].[K+].[K+].